From a dataset of Catalyst prediction with 721,799 reactions and 888 catalyst types from USPTO. Predict which catalyst facilitates the given reaction. (1) Reactant: O.[CH:2]1[C:11]2[C:6](=[CH:7][CH:8]=[CH:9][CH:10]=2)[CH:5]=[C:4]([C:12]([OH:14])=O)[N:3]=1.Cl.[CH3:16][O:17][NH:18][CH3:19].C(N(CC)CC)C.O.[Cl-].COC1N=C(OC)N=C([N+]2(C)CCOCC2)N=1. Product: [CH3:16][O:17][N:18]([CH3:19])[C:12]([C:4]1[N:3]=[CH:2][C:11]2[C:6]([CH:5]=1)=[CH:7][CH:8]=[CH:9][CH:10]=2)=[O:14]. The catalyst class is: 10. (2) Reactant: [Cl:1][C:2]1[CH:7]=[C:6]([NH:8][C:9](=[O:34])[C:10]2[CH:15]=[C:14]([CH2:16][C:17]3[C:18](=[O:29])[C:19]([O:27][CH3:28])=[C:20]([O:25][CH3:26])[C:21](=[O:24])[C:22]=3[CH3:23])[CH:13]=[CH:12][C:11]=2[O:30]C(=O)C)[CH:5]=[CH:4][N:3]=1.C(=O)([O-])O.[Na+]. Product: [Cl:1][C:2]1[CH:7]=[C:6]([NH:8][C:9](=[O:34])[C:10]2[CH:15]=[C:14]([CH2:16][C:17]3[C:18](=[O:29])[C:19]([O:27][CH3:28])=[C:20]([O:25][CH3:26])[C:21](=[O:24])[C:22]=3[CH3:23])[CH:13]=[CH:12][C:11]=2[OH:30])[CH:5]=[CH:4][N:3]=1. The catalyst class is: 24. (3) Reactant: [H-].[Na+].[OH:3][C:4]1[CH:5]=[C:6]([C:10]([F:13])([F:12])[F:11])[CH:7]=[CH:8][CH:9]=1.[C:14]1(=[O:18])[O:17][CH2:16][CH2:15]1.Cl. Product: [F:13][C:10]([F:11])([F:12])[C:6]1[CH:5]=[C:4]([CH:9]=[CH:8][CH:7]=1)[O:3][CH2:16][CH2:15][C:14]([OH:18])=[O:17]. The catalyst class is: 145. (4) Reactant: Cl.[O:2]=[C:3]1[CH2:7][NH:6][C@H:5]([C:8]([O:10][CH2:11][C:12]2[CH:17]=[CH:16][CH:15]=[CH:14][CH:13]=2)=[O:9])[CH2:4]1.[CH3:18][O:19][C:20]([NH:22][C@@H:23]([CH:27]([CH3:29])[CH3:28])[C:24](O)=[O:25])=[O:21].CN(C(ON1N=NC2C=CC=NC1=2)=[N+](C)C)C.F[P-](F)(F)(F)(F)F.CCN(C(C)C)C(C)C. Product: [CH3:18][O:19][C:20]([NH:22][C@@H:23]([CH:27]([CH3:29])[CH3:28])[C:24]([N:6]1[CH2:7][C:3](=[O:2])[CH2:4][C@H:5]1[C:8]([O:10][CH2:11][C:12]1[CH:17]=[CH:16][CH:15]=[CH:14][CH:13]=1)=[O:9])=[O:25])=[O:21]. The catalyst class is: 31.